From a dataset of Catalyst prediction with 721,799 reactions and 888 catalyst types from USPTO. Predict which catalyst facilitates the given reaction. (1) Reactant: [C:1]1([C:7]2[CH:8]=[C:9]3[C:13](=[C:14]([C:16]([NH2:18])=[O:17])[CH:15]=2)[NH:12][CH:11]=[C:10]3[CH:19]2[CH2:24][CH2:23][NH:22][CH2:21][CH2:20]2)[CH:6]=[CH:5][CH:4]=[CH:3][CH:2]=1.C(N(CC)CC)C.[Cl:32][CH2:33][CH2:34][S:35](Cl)(=[O:37])=[O:36]. Product: [Cl:32][CH2:33][CH2:34][S:35]([N:22]1[CH2:23][CH2:24][CH:19]([C:10]2[C:9]3[C:13](=[C:14]([C:16]([NH2:18])=[O:17])[CH:15]=[C:7]([C:1]4[CH:2]=[CH:3][CH:4]=[CH:5][CH:6]=4)[CH:8]=3)[NH:12][CH:11]=2)[CH2:20][CH2:21]1)(=[O:37])=[O:36]. The catalyst class is: 2. (2) Reactant: [NH2:1][C:2]1[C:3]([NH:17][CH2:18][CH:19]2[CH2:24][CH2:23][CH2:22][N:21](C(OC(C)(C)C)=O)[CH2:20]2)=[CH:4][C:5]([NH:8][C:9]2[CH:14]=[N:13][C:12]([C:15]#[N:16])=[CH:11][N:10]=2)=[N:6][CH:7]=1.[O-]CC.[Na+].Br[CH2:37][CH2:38][CH2:39][CH2:40]Br. Product: [NH:21]1[CH2:22][CH2:23][CH2:24][CH:19]([CH2:18][NH:17][C:3]2[C:2]([N:1]3[CH2:40][CH2:39][CH2:38][CH2:37]3)=[CH:7][N:6]=[C:5]([NH:8][C:9]3[N:10]=[CH:11][C:12]([C:15]#[N:16])=[N:13][CH:14]=3)[CH:4]=2)[CH2:20]1. The catalyst class is: 8. (3) Reactant: C([N-]C(C)C)(C)C.[Li+].[C:9]1([S:15]([N:18]2[C:22]3[N:23]=[C:24]([Cl:28])[N:25]=[C:26]([Cl:27])[C:21]=3[CH:20]=[CH:19]2)(=[O:17])=[O:16])[CH:14]=[CH:13][CH:12]=[CH:11][CH:10]=1.[CH3:29][C:30]([CH3:32])=[O:31]. Product: [C:9]1([S:15]([N:18]2[C:22]3[N:23]=[C:24]([Cl:28])[N:25]=[C:26]([Cl:27])[C:21]=3[CH:20]=[C:19]2[C:30]([OH:31])([CH3:32])[CH3:29])(=[O:16])=[O:17])[CH:10]=[CH:11][CH:12]=[CH:13][CH:14]=1. The catalyst class is: 1. (4) Reactant: [CH3:1][O:2][C:3]1[CH:8]=[CH:7][CH:6]=[CH:5][C:4]=1[C:9]1[N:10]=[C:11]2[C:16]([CH3:17])=[CH:15][C:14]([CH:18]3[CH2:23][CH2:22][N:21]([CH2:24][CH2:25][N:26](C)[C:27](=O)OC(C)(C)C)[CH2:20][CH2:19]3)=[CH:13][N:12]2[CH:35]=1.Cl. Product: [CH3:1][O:2][C:3]1[CH:8]=[CH:7][CH:6]=[CH:5][C:4]=1[C:9]1[N:10]=[C:11]2[C:16]([CH3:17])=[CH:15][C:14]([CH:18]3[CH2:23][CH2:22][N:21]([CH2:24][CH2:25][NH:26][CH3:27])[CH2:20][CH2:19]3)=[CH:13][N:12]2[CH:35]=1. The catalyst class is: 2. (5) Reactant: [CH2:1]([N:8]1[CH2:13][CH2:12][N:11]([C:14]([O:16][C:17]([CH3:20])([CH3:19])[CH3:18])=[O:15])[C@H:10]([CH2:21][NH:22][CH2:23][C:24]2[CH:29]=[CH:28][C:27]([O:30][CH3:31])=[CH:26][C:25]=2[O:32][CH3:33])[CH2:9]1)[C:2]1[CH:7]=[CH:6][CH:5]=[CH:4][CH:3]=1.C(N(CC)CC)C.[CH3:41][O:42][C:43]1[CH:51]=[CH:50][CH:49]=[CH:48][C:44]=1[C:45](Cl)=[O:46].C(=O)([O-])O.[Na+]. Product: [CH2:1]([N:8]1[CH2:13][CH2:12][N:11]([C:14]([O:16][C:17]([CH3:19])([CH3:18])[CH3:20])=[O:15])[C@H:10]([CH2:21][N:22]([CH2:23][C:24]2[CH:29]=[CH:28][C:27]([O:30][CH3:31])=[CH:26][C:25]=2[O:32][CH3:33])[C:45](=[O:46])[C:44]2[CH:48]=[CH:49][CH:50]=[CH:51][C:43]=2[O:42][CH3:41])[CH2:9]1)[C:2]1[CH:7]=[CH:6][CH:5]=[CH:4][CH:3]=1. The catalyst class is: 1. (6) Reactant: [CH2:1]([O:8][C:9](=[O:29])[C@H:10]([CH2:19][C:20]1[C:28]2[C:23](=[CH:24][CH:25]=[CH:26][CH:27]=2)[NH:22][CH:21]=1)[NH:11][C:12]([O:14][C:15]([CH3:18])([CH3:17])[CH3:16])=[O:13])[C:2]1[CH:7]=[CH:6][CH:5]=[CH:4][CH:3]=1.I[CH2:31][CH2:32][CH2:33][CH2:34][CH2:35][CH3:36].C(=O)([O-])[O-].[Cs+].[Cs+]. Product: [CH2:1]([O:8][C:9](=[O:29])[C@@H:10]([NH:11][C:12]([O:14][C:15]([CH3:16])([CH3:18])[CH3:17])=[O:13])[CH2:19][C:20]1[C:28]2[C:23](=[CH:24][CH:25]=[CH:26][CH:27]=2)[N:22]([CH2:31][CH2:32][CH2:33][CH2:34][CH2:35][CH3:36])[CH:21]=1)[C:2]1[CH:7]=[CH:6][CH:5]=[CH:4][CH:3]=1. The catalyst class is: 21.